Dataset: Catalyst prediction with 721,799 reactions and 888 catalyst types from USPTO. Task: Predict which catalyst facilitates the given reaction. (1) Reactant: [C:1]([C:3]1[C:4]([NH:26]CC2C=CC(OC)=CC=2OC)=[N:5][S:6][C:7]=1[C:8]1[CH:13]=[CH:12][C:11]([NH:14][C:15]([NH:17][C:18]2[CH:23]=[C:22]([CH3:24])[CH:21]=[CH:20][C:19]=2[F:25])=[O:16])=[CH:10][CH:9]=1)#[N:2].FC(F)(F)C(O)=O.C([O-])([O-])=O.[Na+].[Na+]. Product: [NH2:26][C:4]1[C:3]([C:1]#[N:2])=[C:7]([C:8]2[CH:13]=[CH:12][C:11]([NH:14][C:15]([NH:17][C:18]3[CH:23]=[C:22]([CH3:24])[CH:21]=[CH:20][C:19]=3[F:25])=[O:16])=[CH:10][CH:9]=2)[S:6][N:5]=1. The catalyst class is: 2. (2) Reactant: [CH3:1][O:2][C:3]1[CH:4]=[C:5]2[C:9](=[CH:10][C:11]=1[C:12]([F:15])([F:14])[F:13])[NH:8][CH:7]=[CH:6]2.C([BH3-])#N.[Na+]. Product: [CH3:1][O:2][C:3]1[CH:4]=[C:5]2[C:9](=[CH:10][C:11]=1[C:12]([F:15])([F:13])[F:14])[NH:8][CH2:7][CH2:6]2. The catalyst class is: 15. (3) Reactant: [CH3:1][C:2]1([CH3:29])[O:6][C:5](=[O:7])/[C:4](=[CH:8]/[C:9]([O:11][Si](C(C)(C)C)(C2C=CC=CC=2)C2C=CC=CC=2)=[O:10])/[O:3]1.C(O)(=O)C.[F-].C([N+](CCCC)(CCCC)CCCC)CCC. Product: [CH3:1][C:2]1([CH3:29])[O:6][C:5](=[O:7])/[C:4](=[CH:8]/[C:9]([OH:11])=[O:10])/[O:3]1. The catalyst class is: 54. (4) Reactant: C([O:9][C:10]1[CH:15]=[CH:14][C:13]([CH2:16][C:17]([O:19][CH3:20])=[O:18])=[C:12]([N+:21]([O-:23])=[O:22])[CH:11]=1)(=O)C1C=CC=CC=1.C[O-].[Na+]. Product: [CH3:20][O:19][C:17]([CH2:16][C:13]1[CH:14]=[CH:15][C:10]([OH:9])=[CH:11][C:12]=1[N+:21]([O-:23])=[O:22])=[O:18]. The catalyst class is: 5. (5) Reactant: [CH3:1][O:2][C:3]([C:5]1[CH:6]=[C:7]([C:12]2[CH:17]=[CH:16][C:15]([CH3:18])=[CH:14][CH:13]=2)[CH:8]=[C:9]([NH2:11])[CH:10]=1)=[O:4].N1C=CC=CC=1.[C:25](OC(=O)C)(=[O:27])[CH3:26]. Product: [CH3:1][O:2][C:3]([C:5]1[CH:6]=[C:7]([C:12]2[CH:17]=[CH:16][C:15]([CH3:18])=[CH:14][CH:13]=2)[CH:8]=[C:9]([NH:11][C:25](=[O:27])[CH3:26])[CH:10]=1)=[O:4]. The catalyst class is: 124. (6) Reactant: [Br:1][C:2]1[N:3]=[CH:4][C:5]([OH:8])=[N:6][CH:7]=1.CS(O[CH2:14][CH:15]1[CH2:20][CH2:19][N:18]([C:21]([O:23][CH:24]([CH3:26])[CH3:25])=[O:22])[CH2:17][CH2:16]1)(=O)=O.C([O-])([O-])=O.[K+].[K+].O. Product: [Br:1][C:2]1[N:3]=[CH:4][C:5]([O:8][CH2:14][CH:15]2[CH2:20][CH2:19][N:18]([C:21]([O:23][CH:24]([CH3:26])[CH3:25])=[O:22])[CH2:17][CH2:16]2)=[N:6][CH:7]=1. The catalyst class is: 3. (7) Reactant: [CH2:1]([O:4][C:5]([N:7]([CH2:17][CH:18]1[CH2:23][CH2:22][N:21]([C:24]2([CH2:35][C:36](O)=[O:37])[CH2:27][N:26]([C:28]([O:30][C:31]([CH3:34])([CH3:33])[CH3:32])=[O:29])[CH2:25]2)[CH2:20][CH2:19]1)[C@@H:8]1[CH2:10][C@H:9]1[C:11]1[CH:16]=[CH:15][CH:14]=[CH:13][CH:12]=1)=[O:6])[CH:2]=[CH2:3].F[P-](F)(F)(F)(F)F.[N:46]1(O[P+](N(C)C)(N(C)C)N(C)C)[C:50]2C=CC=CC=2N=N1.CN.C1COCC1.C(N(CC)CC)C. Product: [CH2:1]([O:4][C:5]([N:7]([CH2:17][CH:18]1[CH2:19][CH2:20][N:21]([C:24]2([CH2:35][C:36]([NH:46][CH3:50])=[O:37])[CH2:25][N:26]([C:28]([O:30][C:31]([CH3:34])([CH3:33])[CH3:32])=[O:29])[CH2:27]2)[CH2:22][CH2:23]1)[C@@H:8]1[CH2:10][C@H:9]1[C:11]1[CH:12]=[CH:13][CH:14]=[CH:15][CH:16]=1)=[O:6])[CH:2]=[CH2:3]. The catalyst class is: 31.